This data is from Reaction yield outcomes from USPTO patents with 853,638 reactions. The task is: Predict the reaction yield, written as a fraction of the theoretical maximum amount of product (1.0 means a 100% yield; for example, 0.34 means a 34% yield). (1) The reactants are [ClH:1].[OH:2][C:3]1[C:16]2[C:15](=[O:17])[C:14]3[C:9](=[C:10]([O:18][CH3:19])[CH:11]=[CH:12][CH:13]=3)[O:8][C:7]=2[CH:6]=[C:5]([O:20][CH2:21][CH:22]2[CH2:24][O:23]2)[CH:4]=1. The catalyst is C(OCC)(=O)C. The product is [Cl:1][CH2:24][CH:22]([OH:23])[CH2:21][O:20][C:5]1[CH:4]=[C:3]([OH:2])[C:16]2[C:15](=[O:17])[C:14]3[C:9]([O:8][C:7]=2[CH:6]=1)=[C:10]([O:18][CH3:19])[CH:11]=[CH:12][CH:13]=3. The yield is 0.920. (2) The reactants are [CH2:1]([O:8][C:9]1[C:10]([F:24])=[C:11]([CH:15]([C:17]2[C:22](Cl)=[N:21][CH:20]=[CH:19][N:18]=2)O)[CH:12]=[CH:13][CH:14]=1)[C:2]1[CH:7]=[CH:6][CH:5]=[CH:4][CH:3]=1.[Li]CCCC.CCCCCC.C[C:37]1(C)[CH2:42][CH2:41][CH2:40][C:39](C)(C)[NH:38]1.ClC1C=NC=C[N:48]=1.C(OC1C(F)=C(C=CC=1)C=O)C1C=CC=CC=1. The catalyst is C1COCC1. The product is [NH2:48][C:22]1[C:17]2[N:18]([C:39]([CH:40]3[CH2:41][CH2:42][CH2:37]3)=[N:38][C:15]=2[C:11]2[CH:12]=[CH:13][CH:14]=[C:9]([O:8][CH2:1][C:2]3[CH:7]=[CH:6][CH:5]=[CH:4][CH:3]=3)[C:10]=2[F:24])[CH:19]=[CH:20][N:21]=1. The yield is 0.210. (3) The reactants are [NH2:1][CH2:2][CH2:3][N:4]([CH2:7][CH2:8][NH2:9])[N:5]=[O:6].[C:10]([O-:13])([OH:12])=O.[Na+].[C:15](O[C:15]([O:17][C:18]([CH3:21])([CH3:20])[CH3:19])=[O:16])([O:17][C:18]([CH3:21])([CH3:20])[CH3:19])=[O:16]. The catalyst is CC(C)=O. The product is [C:18]([O:12][C:10]([NH:1][CH2:2][CH2:3][N:4]([N:5]=[O:6])[CH2:7][CH2:8][NH:9][C:15](=[O:16])[O:17][C:18]([CH3:19])([CH3:20])[CH3:21])=[O:13])([CH3:21])([CH3:20])[CH3:19]. The yield is 0.880. (4) The reactants are [CH3:1][O:2][C:3](=[O:16])[C:4]1[CH:9]=[C:8]([CH2:10][C:11]([F:14])([F:13])[CH3:12])[N:7]=[C:6](Cl)[CH:5]=1.C1(P(C2C=CC=CC=2)C2C=CC3C(=CC=CC=3)C=2C2C3C(=CC=CC=3)C=CC=2P(C2C=CC=CC=2)C2C=CC=CC=2)C=CC=CC=1.C(=O)([O-])[O-].[Cs+].[Cs+].[C@@H:69]([NH2:73])([CH2:71][CH3:72])[CH3:70]. The catalyst is C1(C)C=CC=CC=1.C(OCC)C.C([O-])(=O)C.[Pd+2].C([O-])(=O)C. The product is [CH3:1][O:2][C:3](=[O:16])[C:4]1[CH:9]=[C:8]([CH2:10][C:11]([F:14])([F:13])[CH3:12])[N:7]=[C:6]([NH:73][C@H:69]([CH2:71][CH3:72])[CH3:70])[CH:5]=1. The yield is 0.580.